This data is from Forward reaction prediction with 1.9M reactions from USPTO patents (1976-2016). The task is: Predict the product of the given reaction. Given the reactants I[C:2]1[CH:7]=[CH:6][CH:5]=[CH:4][N:3]=1.[CH2:8]([C:12]1[O:13][C:14]2[CH:20]=[CH:19][C:18]([C:21]#[N:22])=[CH:17][C:15]=2[N:16]=1)[CH2:9][C:10]#[CH:11], predict the reaction product. The product is: [N:3]1[CH:4]=[CH:5][CH:6]=[CH:7][C:2]=1[C:11]#[C:10][CH2:9][CH2:8][C:12]1[O:13][C:14]2[CH:20]=[CH:19][C:18]([C:21]#[N:22])=[CH:17][C:15]=2[N:16]=1.[O:13]1[C:14]2[CH:20]=[CH:19][C:18]([C:21]#[N:22])=[CH:17][C:15]=2[N:16]=[CH:12]1.